Dataset: Peptide-MHC class I binding affinity with 185,985 pairs from IEDB/IMGT. Task: Regression. Given a peptide amino acid sequence and an MHC pseudo amino acid sequence, predict their binding affinity value. This is MHC class I binding data. (1) The peptide sequence is WAYHGSYEV. The MHC is HLA-A02:06 with pseudo-sequence HLA-A02:06. The binding affinity (normalized) is 0.704. (2) The peptide sequence is QYLFSLTYV. The MHC is HLA-A03:01 with pseudo-sequence HLA-A03:01. The binding affinity (normalized) is 0.0847. (3) The peptide sequence is FPVTPQVPLR. The MHC is HLA-A30:02 with pseudo-sequence HLA-A30:02. The binding affinity (normalized) is 0.00670. (4) The peptide sequence is WELVDKERAL. The MHC is HLA-B40:01 with pseudo-sequence HLA-B40:01. The binding affinity (normalized) is 0.706. (5) The peptide sequence is GEGSGARLL. The MHC is HLA-B08:02 with pseudo-sequence HLA-B08:02. The binding affinity (normalized) is 0.0847. (6) The peptide sequence is PLNEGIMAV. The MHC is HLA-A02:03 with pseudo-sequence HLA-A02:03. The binding affinity (normalized) is 0.558.